From a dataset of Reaction yield outcomes from USPTO patents with 853,638 reactions. Predict the reaction yield, written as a fraction of the theoretical maximum amount of product (1.0 means a 100% yield; for example, 0.34 means a 34% yield). (1) The reactants are [CH3:1][O:2][C:3]1[CH:4]=[C:5]2[C:10](=[CH:11][C:12]=1[O:13][CH3:14])[N:9]=[CH:8][N:7]=[C:6]2[O:15][C:16]1[CH:22]=[CH:21][C:19]([NH2:20])=[CH:18][CH:17]=1.Cl[C:24](Cl)([O:26]C(=O)OC(Cl)(Cl)Cl)Cl.[CH3:35][CH2:36][CH:37]([OH:41])[CH2:38][CH2:39][CH3:40].C(=O)(O)[O-].[Na+]. The catalyst is C(Cl)Cl.C(N(CC)CC)C.C1(C)C=CC=CC=1. The product is [CH3:1][O:2][C:3]1[CH:4]=[C:5]2[C:10](=[CH:11][C:12]=1[O:13][CH3:14])[N:9]=[CH:8][N:7]=[C:6]2[O:15][C:16]1[CH:22]=[CH:21][C:19]([NH:20][C:24](=[O:26])[O:41][CH:37]([CH2:36][CH3:35])[CH2:38][CH2:39][CH3:40])=[CH:18][CH:17]=1. The yield is 0.730. (2) The product is [CH3:5][O:6][C:7](=[O:20])[NH:8][C:9]1[S:10][C:11]2[C:17]([N:13]3[CH2:9][CH2:1][O:4][CH2:11][CH2:12]3)=[CH:16][CH:15]=[C:14]([O:18][CH3:19])[C:12]=2[N:13]=1. The yield is 0.580. No catalyst specified. The reactants are [C:1](=[O:4])([O-])N.[CH3:5][O:6][C:7](=[O:20])[NH:8][C:9]1[S:10][C:11]2[CH:17]=[CH:16][CH:15]=[C:14]([O:18][CH3:19])[C:12]=2[N:13]=1.